From a dataset of Full USPTO retrosynthesis dataset with 1.9M reactions from patents (1976-2016). Predict the reactants needed to synthesize the given product. (1) Given the product [CH3:30][N:2]([CH3:1])[CH2:3][CH2:4][NH:5][C:6]([C:8]1[C:21]2[C:12](=[N:13][C:14]3[C:19]([N:20]=2)=[C:18]2[CH:22]=[CH:23][CH:24]=[C:25]([O:26][CH3:27])[C:17]2=[CH:16][CH:15]=3)[CH:11]=[CH:10][C:9]=1[OH:28])=[O:7], predict the reactants needed to synthesize it. The reactants are: [CH3:1][N:2]([CH3:30])[CH2:3][CH2:4][NH:5][C:6]([C:8]1[C:21]2[C:12](=[N:13][C:14]3[C:19]([N:20]=2)=[C:18]2[CH:22]=[CH:23][CH:24]=[C:25]([O:26][CH3:27])[C:17]2=[CH:16][CH:15]=3)[CH:11]=[CH:10][C:9]=1[O:28]C)=[O:7].B(Br)(Br)Br.C(=O)([O-])[O-].[Na+].[Na+].[Cl-].[Na+]. (2) Given the product [N:1]1([CH:12]([NH:29][C:27](=[O:28])[CH2:26][C:22]2[CH:21]=[C:20]3[C:25](=[CH:24][CH:23]=2)[N:16]=[CH:17][CH:18]=[CH:19]3)[C:11]([CH3:15])([CH3:14])[CH3:10])[C:5]2[CH:6]=[CH:7][CH:8]=[CH:9][C:4]=2[N:3]=[N:2]1, predict the reactants needed to synthesize it. The reactants are: [NH:1]1[C:5]2[CH:6]=[CH:7][CH:8]=[CH:9][C:4]=2[N:3]=[N:2]1.[CH3:10][C:11]([CH3:15])([CH3:14])[CH:12]=O.[N:16]1[C:25]2[C:20](=[CH:21][C:22]([CH2:26][C:27]([NH2:29])=[O:28])=[CH:23][CH:24]=2)[CH:19]=[CH:18][CH:17]=1.